Dataset: Forward reaction prediction with 1.9M reactions from USPTO patents (1976-2016). Task: Predict the product of the given reaction. (1) Given the reactants [CH3:1][O:2][C:3]1[CH:4]=[C:5]([CH:21]=[CH:22][C:23]=1[O:24][CH2:25][C:26]1[N:27]=[C:28]([N:32]2[CH2:37][CH2:36][O:35][CH2:34][CH2:33]2)[S:29][C:30]=1[CH3:31])[CH2:6][O:7][C:8]1[C:12]([CH:13]=O)=[CH:11][N:10]([C:15]2[CH:20]=[CH:19][CH:18]=[CH:17][CH:16]=2)[N:9]=1.[CH2:38]([P:47](=[O:54])([O:51][CH2:52][CH3:53])[O:48][CH2:49][CH3:50])P(=O)(OCC)OCC.CN(C)C=O.[H-].[Na+], predict the reaction product. The product is: [CH3:1][O:2][C:3]1[CH:4]=[C:5]([CH:21]=[CH:22][C:23]=1[O:24][CH2:25][C:26]1[N:27]=[C:28]([N:32]2[CH2:33][CH2:34][O:35][CH2:36][CH2:37]2)[S:29][C:30]=1[CH3:31])[CH2:6][O:7][C:8]1[C:12](/[CH:13]=[CH:38]/[P:47](=[O:54])([O:48][CH2:49][CH3:50])[O:51][CH2:52][CH3:53])=[CH:11][N:10]([C:15]2[CH:20]=[CH:19][CH:18]=[CH:17][CH:16]=2)[N:9]=1. (2) Given the reactants [S:1]1[CH:5]=[CH:4][N:3]=[C:2]1[C:6]1[NH:7][C:8]2[C:13]([CH:14]=1)=[CH:12][CH:11]=[CH:10][C:9]=2[C:15](OCC1C=CC=CC=1)=[O:16].[H-].[Al+3].[Li+].[H-].[H-].[H-].O.O.O.O.O.O.O.O.O.O.S([O-])([O-])(=O)=O.[Na+].[Na+], predict the reaction product. The product is: [S:1]1[CH:5]=[CH:4][N:3]=[C:2]1[C:6]1[NH:7][C:8]2[C:13]([CH:14]=1)=[CH:12][CH:11]=[CH:10][C:9]=2[CH2:15][OH:16]. (3) Given the reactants [CH3:1][O:2][C:3]1[CH:8]=[CH:7][CH:6]=[CH:5][C:4]=1[CH2:9][C:10](Cl)=[O:11].[NH2:13][C:14]1[S:15][C:16]2[CH:22]=[C:21]([CH3:23])[CH:20]=[CH:19][C:17]=2[N:18]=1, predict the reaction product. The product is: [CH3:23][C:21]1[CH:20]=[CH:19][C:17]2[N:18]=[C:14]([NH:13][C:10](=[O:11])[CH2:9][C:4]3[CH:5]=[CH:6][CH:7]=[CH:8][C:3]=3[O:2][CH3:1])[S:15][C:16]=2[CH:22]=1.